Dataset: Catalyst prediction with 721,799 reactions and 888 catalyst types from USPTO. Task: Predict which catalyst facilitates the given reaction. (1) Reactant: [Si:1]([O:18][CH:19]1[CH2:24][CH2:23][NH:22][C:21](=[O:25])[CH2:20]1)([C:14]([CH3:17])([CH3:16])[CH3:15])([C:8]1[CH:13]=[CH:12][CH:11]=[CH:10][CH:9]=1)[C:2]1[CH:7]=[CH:6][CH:5]=[CH:4][CH:3]=1.[CH3:26][C:27]([O:30][C:31](O[C:31]([O:30][C:27]([CH3:29])([CH3:28])[CH3:26])=[O:32])=[O:32])([CH3:29])[CH3:28].CCN(CC)CC. Product: [Si:1]([O:18][CH:19]1[CH2:24][CH2:23][N:22]([C:31]([O:30][C:27]([CH3:29])([CH3:28])[CH3:26])=[O:32])[C:21](=[O:25])[CH2:20]1)([C:14]([CH3:17])([CH3:15])[CH3:16])([C:8]1[CH:13]=[CH:12][CH:11]=[CH:10][CH:9]=1)[C:2]1[CH:7]=[CH:6][CH:5]=[CH:4][CH:3]=1. The catalyst class is: 64. (2) The catalyst class is: 3. Product: [N:20]([CH:6]1[CH2:19][C:8]2([CH2:11][N:10]([C:12]([O:14][C:15]([CH3:18])([CH3:17])[CH3:16])=[O:13])[CH2:9]2)[CH2:7]1)=[N+:21]=[N-:22]. Reactant: CS(O[CH:6]1[CH2:19][C:8]2([CH2:11][N:10]([C:12]([O:14][C:15]([CH3:18])([CH3:17])[CH3:16])=[O:13])[CH2:9]2)[CH2:7]1)(=O)=O.[N-:20]=[N+:21]=[N-:22].[Na+].C1OCCOCCOCCOCCOC1. (3) Reactant: [C:1]([OH:5])(=O)[CH2:2][CH3:3].CN(C(ON1N=NC2C=CC=NC1=2)=[N+](C)C)C.F[P-](F)(F)(F)(F)F.[NH2:30][C:31]1[CH:32]=[C:33]([NH:37][C:38]2[CH:43]=[C:42]([NH:44][C:45]3[CH:50]=[CH:49][C:48]([O:51][C:52]4[CH:57]=[CH:56][CH:55]=[CH:54][CH:53]=4)=[CH:47][CH:46]=3)[N:41]=[CH:40][N:39]=2)[CH:34]=[CH:35][CH:36]=1.CCN(C(C)C)C(C)C. Product: [O:51]([C:48]1[CH:47]=[CH:46][C:45]([NH:44][C:42]2[N:41]=[CH:40][N:39]=[C:38]([NH:37][C:33]3[CH:32]=[C:31]([NH:30][C:1](=[O:5])[CH2:2][CH3:3])[CH:36]=[CH:35][CH:34]=3)[CH:43]=2)=[CH:50][CH:49]=1)[C:52]1[CH:53]=[CH:54][CH:55]=[CH:56][CH:57]=1. The catalyst class is: 3. (4) Reactant: [Cl:1][C:2]1[C:3]([F:19])=[C:4]([O:8][C:9](=[O:18])[NH:10][CH2:11][C@@H:12]2[CH2:17][C@@H:16]3[C@@H:14]([CH2:15]3)[NH:13]2)[CH:5]=[CH:6][CH:7]=1.FC(F)(F)C([O-])=O.CCN(CC)CC.[N:34]([C:37]1[C:45]2[C:40](=[CH:41][CH:42]=[CH:43][CH:44]=2)[N:39]([C:46]([NH2:48])=[O:47])[CH:38]=1)=[C:35]=[O:36]. Product: [Cl:1][C:2]1[C:3]([F:19])=[C:4]([O:8][C:9](=[O:18])[NH:10][CH2:11][C@@H:12]2[CH2:17][C@@H:16]3[C@@H:14]([CH2:15]3)[N:13]2[C:35](=[O:36])[NH:34][C:37]2[C:45]3[C:40](=[CH:41][CH:42]=[CH:43][CH:44]=3)[N:39]([C:46](=[O:47])[NH2:48])[CH:38]=2)[CH:5]=[CH:6][CH:7]=1. The catalyst class is: 1. (5) Reactant: [F:1][C:2]([F:18])([F:17])[C:3]1[CH:4]=[C:5]([NH:13][CH2:14][CH2:15][OH:16])[CH:6]=[C:7]([C:9]([F:12])([F:11])[F:10])[CH:8]=1.N1C=CN=C1.[C:24]([Si:28]([CH3:31])([CH3:30])Cl)([CH3:27])([CH3:26])[CH3:25].O. Product: [Si:28]([O:16][CH2:15][CH2:14][NH:13][C:5]1[CH:4]=[C:3]([C:2]([F:17])([F:18])[F:1])[CH:8]=[C:7]([C:9]([F:12])([F:10])[F:11])[CH:6]=1)([C:24]([CH3:27])([CH3:26])[CH3:25])([CH3:31])[CH3:30]. The catalyst class is: 44.